From a dataset of Forward reaction prediction with 1.9M reactions from USPTO patents (1976-2016). Predict the product of the given reaction. (1) Given the reactants [CH2:1]1[C:12]2[C:11]3[CH:10]=[CH:9][CH:8]=[C:7]([C:13]([NH:15][C@H:16]([CH3:21])[C:17]([O:19][CH3:20])=[O:18])=[O:14])[C:6]=3[NH:5][C:4]=2[CH2:3][CH2:2]1.Cl, predict the reaction product. The product is: [CH2:1]1[CH:12]2[CH:4]([NH:5][C:6]3[C:7]([C:13]([NH:15][C@H:16]([CH3:21])[C:17]([O:19][CH3:20])=[O:18])=[O:14])=[CH:8][CH:9]=[CH:10][C:11]=32)[CH2:3][CH2:2]1. (2) The product is: [F:29][C:3]1[CH:4]=[C:5]([CH:27]=[CH:28][C:2]=1[NH:1][C:55]([NH:54][C:52](=[O:53])[CH2:51][C:45]1[CH:46]=[CH:47][CH:48]=[CH:49][CH:50]=1)=[S:56])[O:6][C:7]1[CH:12]=[CH:11][N:10]=[C:9]([NH:13][C:14]([N:16]2[CH2:21][CH2:20][CH:19]([N:22]3[CH2:26][CH2:25][CH2:24][CH2:23]3)[CH2:18][CH2:17]2)=[O:15])[CH:8]=1. Given the reactants [NH2:1][C:2]1[CH:28]=[CH:27][C:5]([O:6][C:7]2[CH:12]=[CH:11][N:10]=[C:9]([NH:13][C:14]([N:16]3[CH2:21][CH2:20][CH:19]([N:22]4[CH2:26][CH2:25][CH2:24][CH2:23]4)[CH2:18][CH2:17]3)=[O:15])[CH:8]=2)=[CH:4][C:3]=1[F:29].[C@]12(CS(O)(=O)=O)C(C)(C)C(CC1)CC2=O.[C:45]1([CH2:51][C:52]([N:54]=[C:55]=[S:56])=[O:53])[CH:50]=[CH:49][CH:48]=[CH:47][CH:46]=1.C(OCC)C, predict the reaction product. (3) The product is: [ClH:29].[NH2:2][CH2:1][C:3]1[CH:4]=[CH:5][C:6]([C:9]2[N:13]([C:14]3[CH:19]=[CH:18][C:17]([O:20][CH3:21])=[CH:16][CH:15]=3)[N:12]=[C:11]([C:22]([O:24][CH2:25][CH3:26])=[O:23])[CH:10]=2)=[CH:7][CH:8]=1. Given the reactants [C:1]([C:3]1[CH:8]=[CH:7][C:6]([C:9]2[N:13]([C:14]3[CH:19]=[CH:18][C:17]([O:20][CH3:21])=[CH:16][CH:15]=3)[N:12]=[C:11]([C:22]([O:24][CH2:25][CH3:26])=[O:23])[CH:10]=2)=[CH:5][CH:4]=1)#[N:2].CO.[ClH:29], predict the reaction product. (4) Given the reactants C([O:8][C:9]1[CH:19]=[CH:18][C:17]([Cl:20])=[CH:16][C:10]=1[O:11][CH2:12][CH:13]1[CH2:15][O:14]1)C1C=CC=CC=1, predict the reaction product. The product is: [Cl:20][C:17]1[CH:18]=[CH:19][C:9]([OH:8])=[C:10]([O:11][CH2:12][CH:13]2[CH2:15][O:14]2)[CH:16]=1.